This data is from Forward reaction prediction with 1.9M reactions from USPTO patents (1976-2016). The task is: Predict the product of the given reaction. (1) Given the reactants [C:1]([O:5][C:6]([N:8]1[CH2:13][CH2:12][N:11]([C:14]2[C:23]3[CH2:22][O:21][C:20](=[O:24])[NH:19][C:18]=3[CH:17]=[CH:16][CH:15]=2)[CH2:10][CH2:9]1)=[O:7])([CH3:4])([CH3:3])[CH3:2].[H-].[Na+].[CH2:27](Br)[C:28]1[CH:33]=[CH:32][CH:31]=[CH:30][CH:29]=1, predict the reaction product. The product is: [C:1]([O:5][C:6]([N:8]1[CH2:9][CH2:10][N:11]([C:14]2[C:23]3[CH2:22][O:21][C:20](=[O:24])[N:19]([CH2:27][C:28]4[CH:33]=[CH:32][CH:31]=[CH:30][CH:29]=4)[C:18]=3[CH:17]=[CH:16][CH:15]=2)[CH2:12][CH2:13]1)=[O:7])([CH3:4])([CH3:2])[CH3:3]. (2) Given the reactants [Br:1][C:2]1[CH:3]=[C:4]2[C:9](=[CH:10][CH:11]=1)[C:8](=[O:12])[NH:7][C:6](=[O:13])[C:5]2=[CH:14]OC.CN(C)C=O.[CH3:22][N:23]([CH3:30])[CH2:24][CH2:25][CH2:26][CH2:27][CH2:28][NH2:29], predict the reaction product. The product is: [Br:1][C:2]1[CH:3]=[C:4]2[C:9](=[CH:10][CH:11]=1)[C:8](=[O:12])[NH:7][C:6](=[O:13])/[C:5]/2=[CH:14]\[NH:29][CH2:28][CH2:27][CH2:26][CH2:25][CH2:24][N:23]([CH3:30])[CH3:22]. (3) Given the reactants [F:1][C:2]1[C:3]([O:13][CH2:14][CH2:15][CH2:16][CH:17]=O)=[N:4][C:5]2[NH:6][C:7](=[O:12])[CH2:8][CH2:9][C:10]=2[CH:11]=1.[N:19]1([C:25]2[CH:26]=[CH:27][CH:28]=[C:29]3[C:34]=2[N:33]=[CH:32][CH:31]=[CH:30]3)[CH2:24][CH2:23][NH:22][CH2:21][CH2:20]1, predict the reaction product. The product is: [F:1][C:2]1[CH:11]=[C:10]2[C:5](=[N:4][C:3]=1[O:13][CH2:14][CH2:15][CH2:16][CH2:17][N:22]1[CH2:23][CH2:24][N:19]([C:25]3[CH:26]=[CH:27][CH:28]=[C:29]4[C:34]=3[N:33]=[CH:32][CH:31]=[CH:30]4)[CH2:20][CH2:21]1)[NH:6][C:7](=[O:12])[CH2:8][CH2:9]2. (4) Given the reactants [CH3:1][C:2]1([C:18](O)=[O:19])[CH2:7][CH2:6][N:5]([C:8]2[C:9]3[C:16]([CH3:17])=[CH:15][NH:14][C:10]=3[N:11]=[CH:12][N:13]=2)[CH2:4][CH2:3]1.CN(C(ON1N=NC2C=CC=NC1=2)=[N+](C)C)C.F[P-](F)(F)(F)(F)F.C(N(CC)CC)C.[NH2:52][C:53]1[CH:54]=[C:55]([CH:62]=[CH:63][CH:64]=1)[C:56]([NH:58][CH:59]([CH3:61])[CH3:60])=[O:57], predict the reaction product. The product is: [CH:59]([NH:58][C:56]([C:55]1[CH:54]=[C:53]([NH:52][C:18]([C:2]2([CH3:1])[CH2:3][CH2:4][N:5]([C:8]3[C:9]4[C:16]([CH3:17])=[CH:15][NH:14][C:10]=4[N:11]=[CH:12][N:13]=3)[CH2:6][CH2:7]2)=[O:19])[CH:64]=[CH:63][CH:62]=1)=[O:57])([CH3:61])[CH3:60]. (5) Given the reactants CC1(CS(C2C=CC([C:19]3[CH:24]=[CH:23][C:22]([C:25]#[N:26])=CC=3)=CC=2)(=O)=O)C(=O)NC(=O)N1.[C:27]([O:31][C:32]([N:34]1[CH2:39][CH2:38][N:37]([C:40]2[CH:45]=[CH:44][C:43](I)=[CH:42][CH:41]=2)[CH2:36][CH2:35]1)=[O:33])([CH3:30])([CH3:29])[CH3:28].N1C=CC=C(B(O)O)C=1.C(=O)([O-])O.[Na+].[I-], predict the reaction product. The product is: [C:27]([O:31][C:32]([N:34]1[CH2:39][CH2:38][N:37]([C:40]2[CH:45]=[CH:44][C:43]([C:24]3[CH:19]=[N:26][CH:25]=[CH:22][CH:23]=3)=[CH:42][CH:41]=2)[CH2:36][CH2:35]1)=[O:33])([CH3:30])([CH3:29])[CH3:28]. (6) Given the reactants [C:1]([O:5][C:6]([N:8]1[CH2:11][C:10]2([CH2:16][CH2:15][NH:14][CH2:13][CH2:12]2)[CH2:9]1)=[O:7])([CH3:4])([CH3:3])[CH3:2].C(N(CC)CC)C.Cl[C:25]([O:27][CH3:28])=[O:26], predict the reaction product. The product is: [CH3:28][O:27][C:25]([N:14]1[CH2:15][CH2:16][C:10]2([CH2:11][N:8]([C:6]([O:5][C:1]([CH3:4])([CH3:2])[CH3:3])=[O:7])[CH2:9]2)[CH2:12][CH2:13]1)=[O:26]. (7) Given the reactants [F:1][C:2]1[CH:3]=[C:4](/[CH:8]=[CH:9]/[CH2:10][OH:11])[CH:5]=[CH:6][CH:7]=1, predict the reaction product. The product is: [F:1][C:2]1[CH:3]=[C:4](/[CH:8]=[CH:9]/[CH:10]=[O:11])[CH:5]=[CH:6][CH:7]=1. (8) Given the reactants [Cl:1][C:2]1[CH:3]=[C:4]([N:18]2[CH:25]([C:26]3[CH:33]=[CH:32][C:29]([C:30]#[N:31])=[C:28]([F:34])[CH:27]=3)[C:24]3[C:20](=[N:21][N:22]([C:38]4[C:39]([O:47][CH3:48])=[N:40][C:41]([N:44]([CH3:46])[CH3:45])=[N:42][CH:43]=4)[C:23]=3[CH:35]([CH3:37])[CH3:36])[C:19]2=[O:49])[C:5](=[O:17])[N:6](CC2C=CC(OC)=CC=2)[CH:7]=1.C(O)(C(F)(F)F)=O, predict the reaction product. The product is: [Cl:1][C:2]1[CH:3]=[C:4]([N:18]2[CH:25]([C:26]3[CH:33]=[CH:32][C:29]([C:30]#[N:31])=[C:28]([F:34])[CH:27]=3)[C:24]3[C:20](=[N:21][N:22]([C:38]4[C:39]([O:47][CH3:48])=[N:40][C:41]([N:44]([CH3:45])[CH3:46])=[N:42][CH:43]=4)[C:23]=3[CH:35]([CH3:37])[CH3:36])[C:19]2=[O:49])[C:5](=[O:17])[NH:6][CH:7]=1. (9) Given the reactants [H-].[H-].[H-].[H-].[Li+].[Al+3].[Al+3].[Cl-].[Cl-].[Cl-].[S:11]1[CH:15]=[CH:14][CH:13]=[C:12]1[C:16](O)([CH2:20][CH2:21][CH3:22])[CH2:17][CH2:18][CH3:19], predict the reaction product. The product is: [CH2:17]([CH:16]([C:12]1[S:11][CH:15]=[CH:14][CH:13]=1)[CH2:20][CH2:21][CH3:22])[CH2:18][CH3:19]. (10) Given the reactants Cl[C:2]1[C:11]2[C:6](=[C:7]([C:12]3[CH:16]=[CH:15][S:14][CH:13]=3)[CH:8]=[CH:9][CH:10]=2)[CH:5]=[CH:4][N:3]=1.[N:17]1([C:22]2[CH:23]=[C:24]([CH:26]=[CH:27][CH:28]=2)[NH2:25])[CH:21]=[CH:20][N:19]=[CH:18]1.C(=O)([O-])[O-].[K+].[K+], predict the reaction product. The product is: [N:17]1([C:22]2[CH:23]=[C:24]([NH:25][C:2]3[C:11]4[C:6](=[C:7]([C:12]5[CH:16]=[CH:15][S:14][CH:13]=5)[CH:8]=[CH:9][CH:10]=4)[CH:5]=[CH:4][N:3]=3)[CH:26]=[CH:27][CH:28]=2)[CH:21]=[CH:20][N:19]=[CH:18]1.